Dataset: Forward reaction prediction with 1.9M reactions from USPTO patents (1976-2016). Task: Predict the product of the given reaction. (1) Given the reactants [CH:1]1([S:4]([C:7]2[CH:12]=[CH:11][C:10]([CH:13]([CH2:27][CH:28]3[CH2:33][CH2:32][O:31][CH2:30][CH2:29]3)[C:14](=O)[CH2:15][CH:16]([CH3:25])[C:17]([C:19]3[CH:24]=[CH:23][CH:22]=[CH:21][N:20]=3)=O)=[CH:9][CH:8]=2)(=[O:6])=[O:5])[CH2:3][CH2:2]1.C([O-])(=O)C.[NH4+:38], predict the reaction product. The product is: [CH:1]1([S:4]([C:7]2[CH:12]=[CH:11][C:10]([CH:13]([C:14]3[NH:38][C:17]([C:19]4[CH:24]=[CH:23][CH:22]=[CH:21][N:20]=4)=[C:16]([CH3:25])[CH:15]=3)[CH2:27][CH:28]3[CH2:33][CH2:32][O:31][CH2:30][CH2:29]3)=[CH:9][CH:8]=2)(=[O:6])=[O:5])[CH2:2][CH2:3]1. (2) Given the reactants C[O:2][C:3]1[CH:12]=[CH:11][C:10]2[C:5](=[CH:6][CH:7]=[C:8]([CH:13]3[CH2:18][CH2:17][CH:16]([CH2:19][CH2:20][CH3:21])[CH2:15][CH2:14]3)[CH:9]=2)[CH:4]=1.Cl.N1C=CC=CC=1, predict the reaction product. The product is: [CH2:19]([CH:16]1[CH2:17][CH2:18][CH:13]([C:8]2[CH:7]=[CH:6][C:5]3[C:10](=[CH:11][CH:12]=[C:3]([OH:2])[CH:4]=3)[CH:9]=2)[CH2:14][CH2:15]1)[CH2:20][CH3:21]. (3) Given the reactants [NH2:1][C:2]1[CH:7]=[CH:6][C:5]([NH:8][C:9](=[O:15])/[CH:10]=[CH:11]\[C:12]([OH:14])=[O:13])=[CH:4][CH:3]=1.[OH-].[Na+:17], predict the reaction product. The product is: [NH2:1][C:2]1[CH:3]=[CH:4][C:5]([NH:8][C:9](=[O:15])/[CH:10]=[CH:11]\[C:12]([O-:14])=[O:13])=[CH:6][CH:7]=1.[Na+:17]. (4) Given the reactants C(N(CC)CC)C.Cl.CN(C)C.[Cl:13][C:14]1[C:15]2[CH:22]=[CH:21][N:20]([C:23]([CH2:28][OH:29])([CH2:26][OH:27])[CH2:24][OH:25])[C:16]=2[N:17]=[CH:18][N:19]=1.[S:30](Cl)([C:33]1[CH:39]=[CH:38][C:36]([CH3:37])=[CH:35][CH:34]=1)(=[O:32])=[O:31], predict the reaction product. The product is: [Cl:13][C:14]1[C:15]2[CH:22]=[CH:21][N:20]([C:23]([CH2:24][OH:25])([CH2:28][OH:29])[CH2:26][O:27][S:30]([C:33]3[CH:39]=[CH:38][C:36]([CH3:37])=[CH:35][CH:34]=3)(=[O:32])=[O:31])[C:16]=2[N:17]=[CH:18][N:19]=1. (5) Given the reactants [C:1]1([C@@H:7]([N:9]2[CH2:13][CH2:12][C@H:11]3[CH2:14][NH:15][C:16](=[O:17])[C@@H:10]23)[CH3:8])[CH:6]=[CH:5][CH:4]=[CH:3][CH:2]=1.CN(C)C=O.[C:23](O[C:23]([O:25][C:26]([CH3:29])([CH3:28])[CH3:27])=[O:24])([O:25][C:26]([CH3:29])([CH3:28])[CH3:27])=[O:24].C(N(CC)C(C)C)(C)C, predict the reaction product. The product is: [O:17]=[C:16]1[C@H:10]2[N:9]([C@H:7]([C:1]3[CH:6]=[CH:5][CH:4]=[CH:3][CH:2]=3)[CH3:8])[CH2:13][CH2:12][C@H:11]2[CH2:14][N:15]1[C:23]([O:25][C:26]([CH3:29])([CH3:28])[CH3:27])=[O:24]. (6) Given the reactants O.Cl.[NH:3]1[CH2:8][CH2:7][C:6](=[O:9])[CH2:5][CH2:4]1.Br[CH2:11][C:12]1[CH:17]=[CH:16][CH:15]=[C:14]([O:18][CH:19]([CH3:21])[CH3:20])[CH:13]=1.C([O-])([O-])=O.[K+].[K+], predict the reaction product. The product is: [OH2:9].[CH:19]([O:18][C:14]1[CH:13]=[C:12]([CH:17]=[CH:16][CH:15]=1)[CH2:11][N:3]1[CH2:8][CH2:7][C:6](=[O:9])[CH2:5][CH2:4]1)([CH3:21])[CH3:20]. (7) Given the reactants [F:1][C:2]1[CH:7]=[N:6][CH:5]=[C:4]2[S:8][C:9]([C:11]([O:13]C)=[O:12])=[CH:10][C:3]=12.O.[OH-].[Li+].CO.Cl, predict the reaction product. The product is: [F:1][C:2]1[CH:7]=[N:6][CH:5]=[C:4]2[S:8][C:9]([C:11]([OH:13])=[O:12])=[CH:10][C:3]=12. (8) Given the reactants [Br:1][C:2]1[CH:7]=[C:6]([C:8]2[C:20]3[C:19]([CH3:21])=[C:18]([CH3:22])[O:17][C:16]=3[CH:15]=[C:14]3[C:9]=2[CH:10]=[CH:11][CH:12]=[CH:13]3)[CH:5]=[C:4]([CH2:23][CH3:24])[C:3]=1[OH:25].[H-].[Na+].Br[CH2:29][CH2:30][CH2:31][C:32]([O:34][CH3:35])=[O:33].C(=O)([O-])[O-].[K+].[K+], predict the reaction product. The product is: [CH3:35][O:34][C:32](=[O:33])[CH2:31][CH2:30][CH2:29][O:25][C:3]1[C:4]([CH2:23][CH3:24])=[CH:5][C:6]([C:8]2[C:20]3[C:19]([CH3:21])=[C:18]([CH3:22])[O:17][C:16]=3[CH:15]=[C:14]3[C:9]=2[CH:10]=[CH:11][CH:12]=[CH:13]3)=[CH:7][C:2]=1[Br:1].